From a dataset of Full USPTO retrosynthesis dataset with 1.9M reactions from patents (1976-2016). Predict the reactants needed to synthesize the given product. (1) Given the product [CH2:8]([O:7][C:5]([C:4]1[C:3](=[O:11])[N:21]([CH2:20][C:15]2[CH:16]=[CH:17][CH:18]=[CH:19][N:14]=2)[C:26]2[C:25]([C:24]=1[OH:23])=[CH:30][CH:29]=[CH:28][CH:27]=2)=[O:6])[CH3:9], predict the reactants needed to synthesize it. The reactants are: [H-].[Na+].[C:3]([O:11]CC)(=O)[CH2:4][C:5]([O:7][CH2:8][CH3:9])=[O:6].[N:14]1[CH:19]=[CH:18][CH:17]=[CH:16][C:15]=1[CH2:20][N:21]1[C:26]2[CH:27]=[CH:28][CH:29]=[CH:30][C:25]=2[C:24](=O)[O:23]C1=O. (2) Given the product [Cl:1][C:2]1[CH:3]=[C:4]2[C:9](=[CH:10][CH:11]=1)[C:8](=[O:12])[N:27]([O:26][CH2:22][CH2:23][CH3:24])[C:6]([C:13]([OH:15])=[O:14])=[C:5]2[C:16]1[CH:17]=[CH:18][CH:19]=[CH:20][CH:21]=1, predict the reactants needed to synthesize it. The reactants are: [Cl:1][C:2]1[CH:3]=[C:4]2[C:9](=[CH:10][CH:11]=1)[C:8](=[O:12])O[C:6]([C:13]([OH:15])=[O:14])=[C:5]2[C:16]1[CH:21]=[CH:20][CH:19]=[CH:18][CH:17]=1.[CH2:22]([O:26][NH2:27])[CH2:23][CH2:24]C. (3) Given the product [OH:4][CH2:5][C@@H:6]1[CH2:11][CH2:10][CH2:9][C@H:8]([CH2:12][O:13][CH2:14][C:15]([O:17][C:18]([CH3:21])([CH3:20])[CH3:19])=[O:16])[CH2:7]1, predict the reactants needed to synthesize it. The reactants are: COC[O:4][CH2:5][C@@H:6]1[CH2:11][CH2:10][CH2:9][C@H:8]([CH2:12][O:13][CH2:14][C:15]([O:17][C:18]([CH3:21])([CH3:20])[CH3:19])=[O:16])[CH2:7]1.Cl.[Na+].[Cl-].O.